Dataset: Reaction yield outcomes from USPTO patents with 853,638 reactions. Task: Predict the reaction yield, written as a fraction of the theoretical maximum amount of product (1.0 means a 100% yield; for example, 0.34 means a 34% yield). (1) The reactants are [Cl:1][C:2]1[CH:24]=[C:23]([Cl:25])[CH:22]=[CH:21][C:3]=1[CH2:4][O:5][C:6]1[C:11]([CH3:12])=[C:10]([OH:13])[CH:9]=[CH:8][C:7]=1/[CH:14]=[CH:15]/[C:16]([O:18][CH2:19][CH3:20])=[O:17].C(=O)([O-])[O-].[K+].[K+].[I-].[Na+].[CH3:34][O:35][CH2:36][CH2:37]Br. The catalyst is CN(C)C=O.O. The product is [Cl:1][C:2]1[CH:24]=[C:23]([Cl:25])[CH:22]=[CH:21][C:3]=1[CH2:4][O:5][C:6]1[C:11]([CH3:12])=[C:10]([O:13][CH2:37][CH2:36][O:35][CH3:34])[CH:9]=[CH:8][C:7]=1/[CH:14]=[CH:15]/[C:16]([O:18][CH2:19][CH3:20])=[O:17]. The yield is 0.360. (2) The reactants are C(N[C@H](C(O)=O)CC1C=CC=CC=1)(=O)C.[NH2:16][C@@H:17]([C:23]1[CH:28]=[CH:27][C:26]([O:29][CH3:30])=[C:25]([O:31][CH3:32])[CH:24]=1)[CH2:18][C:19]([O:21][CH3:22])=[O:20].C(Cl)Cl.[OH-].[Na+]. The catalyst is O. The product is [NH2:16][C@@H:17]([C:23]1[CH:28]=[CH:27][C:26]([O:29][CH3:30])=[C:25]([O:31][CH3:32])[CH:24]=1)[CH2:18][C:19]([O:21][CH3:22])=[O:20]. The yield is 1.07. (3) The reactants are [Cl:1][C:2]1[CH:7]=[CH:6][N:5]=[C:4]2[N:8]([S:26]([C:29]3[CH:34]=[CH:33][CH:32]=[CH:31][CH:30]=3)(=[O:28])=[O:27])[CH:9]=[C:10]([C:11]3[CH:12]=[C:13]([CH:23]=[CH:24][CH:25]=3)[CH2:14][NH:15]C(=O)OC(C)(C)C)[C:3]=12. The catalyst is Cl.C(OCC)(=O)C. The product is [Cl:1][C:2]1[CH:7]=[CH:6][N:5]=[C:4]2[N:8]([S:26]([C:29]3[CH:34]=[CH:33][CH:32]=[CH:31][CH:30]=3)(=[O:28])=[O:27])[CH:9]=[C:10]([C:11]3[CH:12]=[C:13]([CH2:14][NH2:15])[CH:23]=[CH:24][CH:25]=3)[C:3]=12. The yield is 0.721.